From a dataset of KCNQ2 potassium channel screen with 302,405 compounds. Binary Classification. Given a drug SMILES string, predict its activity (active/inactive) in a high-throughput screening assay against a specified biological target. The drug is Fc1c(N2CCN(CC2)c2[n+]([O-])n(nc2[N+]([O-])=O)c2ccccc2)cccc1. The result is 0 (inactive).